Dataset: Retrosynthesis with 50K atom-mapped reactions and 10 reaction types from USPTO. Task: Predict the reactants needed to synthesize the given product. (1) Given the product CC(C)c1cc(Oc2c(Br)cc(CCO)cc2Br)nnc1Cl, predict the reactants needed to synthesize it. The reactants are: CC(C)c1cc(Cl)nnc1Cl.OCCc1cc(Br)c(O)c(Br)c1. (2) The reactants are: COC(=O)C(Oc1ccc2c(c1)CCC2)c1ccc(OCCCOc2ccc(Cl)cc2)cc1. Given the product O=C(O)C(Oc1ccc2c(c1)CCC2)c1ccc(OCCCOc2ccc(Cl)cc2)cc1, predict the reactants needed to synthesize it. (3) Given the product CNc1cc2ncnc(Nc3cccc(Br)c3)c2cn1, predict the reactants needed to synthesize it. The reactants are: CN.Fc1cc2ncnc(Nc3cccc(Br)c3)c2cn1. (4) Given the product CN(C)[C@H]1CC[C@H](Nc2c(C(=O)C3CC3)cnc3ccc(Br)cc23)CC1, predict the reactants needed to synthesize it. The reactants are: CN(C)[C@H]1CC[C@H](N)CC1.O=C(c1cnc2ccc(Br)cc2c1Cl)C1CC1. (5) Given the product COC(Oc1cc(Cl)cc(Cl)c1)C(=O)OC(C)(C)C, predict the reactants needed to synthesize it. The reactants are: CC(C)(C)OC(=O)C(Br)Oc1cc(Cl)cc(Cl)c1.C[O-]. (6) The reactants are: Cc1cc(F)nc(F)n1.c1ccc(-c2ccc3c(n2)NCCC3)cc1. Given the product Cc1cc(N2CCCc3ccc(-c4ccccc4)nc32)nc(F)n1, predict the reactants needed to synthesize it. (7) The reactants are: Nc1ccc([N+](=O)[O-])cc1[N+](=O)[O-].O=C1c2ccccc2COc2cc(F)ccc21. Given the product O=C1c2ccccc2COc2cc(Nc3ccc([N+](=O)[O-])cc3[N+](=O)[O-])ccc21, predict the reactants needed to synthesize it. (8) Given the product COc1ccc(CCN2CCC[C@H]2C)c(F)c1, predict the reactants needed to synthesize it. The reactants are: COc1ccc(CCOS(C)(=O)=O)c(F)c1.C[C@@H]1CCCN1. (9) Given the product COC(=O)N[C@H](C(=O)N1CCC[C@H]1c1ncc(-c2ccc(-c3cn4cc(NC(=O)[C@@H]5CCCN5C(=O)[C@@H](NC(=O)OC(C)(C)C)c5ccccc5)nc4s3)cc2)[nH]1)C(C)C, predict the reactants needed to synthesize it. The reactants are: CC(C)(C)OC(=O)N[C@H](C(=O)N1CCC[C@H]1C(=O)Nc1cn2cc(Br)sc2n1)c1ccccc1.COC(=O)N[C@H](C(=O)N1CCC[C@H]1c1ncc(-c2ccc(B3OC(C)(C)C(C)(C)O3)cc2)[nH]1)C(C)C.